This data is from NCI-60 drug combinations with 297,098 pairs across 59 cell lines. The task is: Regression. Given two drug SMILES strings and cell line genomic features, predict the synergy score measuring deviation from expected non-interaction effect. (1) Drug 1: C1=NC2=C(N1)C(=S)N=C(N2)N. Drug 2: CS(=O)(=O)CCNCC1=CC=C(O1)C2=CC3=C(C=C2)N=CN=C3NC4=CC(=C(C=C4)OCC5=CC(=CC=C5)F)Cl. Cell line: HOP-92. Synergy scores: CSS=18.1, Synergy_ZIP=-8.74, Synergy_Bliss=-4.78, Synergy_Loewe=-7.34, Synergy_HSA=-4.63. (2) Drug 1: CC1C(C(CC(O1)OC2CC(CC3=C2C(=C4C(=C3O)C(=O)C5=C(C4=O)C(=CC=C5)OC)O)(C(=O)C)O)N)O.Cl. Drug 2: C(CN)CNCCSP(=O)(O)O. Cell line: NCIH23. Synergy scores: CSS=20.1, Synergy_ZIP=-2.10, Synergy_Bliss=3.34, Synergy_Loewe=-8.72, Synergy_HSA=4.50.